Dataset: Catalyst prediction with 721,799 reactions and 888 catalyst types from USPTO. Task: Predict which catalyst facilitates the given reaction. (1) Reactant: Cl.[CH3:2][O:3][C:4](=[O:9])[C@H:5]([CH2:7][OH:8])[NH2:6].C(N(CC)CC)C.[CH3:17][C:18]([O:21][C:22](O[C:22]([O:21][C:18]([CH3:20])([CH3:19])[CH3:17])=[O:23])=[O:23])([CH3:20])[CH3:19]. Product: [CH3:17][C:18]([O:21][C:22]([NH:6][C@H:5]([C:4]([O:3][CH3:2])=[O:9])[CH2:7][OH:8])=[O:23])([CH3:20])[CH3:19]. The catalyst class is: 4. (2) Reactant: [C:1]1([C:11](=O)[CH:12]([C:19]2[CH:24]=[CH:23][N:22]=[CH:21][CH:20]=2)[CH2:13][C:14](OCC)=[O:15])[C:10]2[C:5](=[CH:6][CH:7]=[CH:8][CH:9]=2)[CH:4]=[CH:3][CH:2]=1.[NH2:26][NH2:27]. Product: [C:1]1([C:11]2[CH:12]([C:19]3[CH:24]=[CH:23][N:22]=[CH:21][CH:20]=3)[CH2:13][C:14](=[O:15])[NH:26][N:27]=2)[C:10]2[C:5](=[CH:6][CH:7]=[CH:8][CH:9]=2)[CH:4]=[CH:3][CH:2]=1. The catalyst class is: 8. (3) Reactant: [CH3:1][C:2]1[C:10]([N+:11]([O-:13])=O)=[CH:9][CH:8]=[C:7]2[C:3]=1C=[CH:5][NH:6]2.[OH-:14].[K+].II.[C:18](=O)([O-])[O-].[K+].[K+].[CH3:24][I:25].OS([O-])=O.[Na+]. Product: [I:25][C:24]1[C:3]2[C:7](=[CH:8][CH:9]=[C:10]([N+:11]([O-:13])=[O:14])[C:2]=2[CH3:1])[N:6]([CH3:5])[CH:18]=1. The catalyst class is: 18. (4) Reactant: [Cl:1][C:2]1[CH:7]=[C:6](F)[CH:5]=[CH:4][C:3]=1[N+:9]([O-:11])=[O:10].[N:12]1([C:18]([O:20][C:21]([CH3:24])([CH3:23])[CH3:22])=[O:19])[CH2:17][CH2:16][NH:15][CH2:14][CH2:13]1.C([O-])([O-])=O.[K+].[K+]. Product: [Cl:1][C:2]1[CH:7]=[C:6]([N:15]2[CH2:14][CH2:13][N:12]([C:18]([O:20][C:21]([CH3:24])([CH3:23])[CH3:22])=[O:19])[CH2:17][CH2:16]2)[CH:5]=[CH:4][C:3]=1[N+:9]([O-:11])=[O:10]. The catalyst class is: 3. (5) Reactant: [NH2:1][CH:2]1[CH2:7][CH2:6][CH:5]([C:8]([O:10]CC)=O)[CH2:4][CH2:3]1.C1(C)C=CC=CC=1. Product: [CH:2]12[CH2:7][CH2:6][CH:5]([CH2:4][CH2:3]1)[C:8](=[O:10])[NH:1]2. The catalyst class is: 6. (6) Product: [OH:36][C:33]1[CH:34]=[CH:35][C:30]([C:29]2[S:14][C:12]3[CH:13]=[C:8]([O:7][CH2:6][C@@H:5]([NH:4][C:1](=[O:3])[CH3:2])[CH3:42])[N:9]=[CH:10][C:11]=3[N:28]=2)=[CH:31][CH:32]=1. Reactant: [C:1]([NH:4][C@@H:5]([CH3:42])[CH2:6][O:7][C:8]1[CH:13]=[C:12]([S:14]CCC(OCC(CC)CCCC)=O)[C:11]([NH:28][C:29](=O)[C:30]2[CH:35]=[CH:34][C:33]([O:36]CC3CC3)=[CH:32][CH:31]=2)=[CH:10][N:9]=1)(=[O:3])[CH3:2].[O-]CC.[Na+].FC(F)(F)C(O)=O. The catalyst class is: 1. (7) Reactant: [F:1][C:2]1[C:7]([N:8]2[CH:17]=[CH:16][C:15]3[C:10](=[CH:11][CH:12]=[CH:13][C:14]=3[N+:18]([O-])=O)[C:9]2=[O:21])=[CH:6][CH:5]=[CH:4][N:3]=1.CO. Product: [NH2:18][C:14]1[CH:13]=[CH:12][CH:11]=[C:10]2[C:15]=1[CH:16]=[CH:17][N:8]([C:7]1[C:2]([F:1])=[N:3][CH:4]=[CH:5][CH:6]=1)[C:9]2=[O:21]. The catalyst class is: 45. (8) Reactant: O[CH2:2][C:3]1[CH:8]=[CH:7][C:6]([CH2:9][N:10]2[CH:15]=[CH:14][CH:13]=[CH:12][C:11]2=[O:16])=[CH:5][CH:4]=1.[Cl:17][C:18]1[N:23]=[C:22]([Cl:24])[N:21]=[C:20]2[NH:25][N:26]=[CH:27][C:19]=12.C1(P(C2C=CC=CC=2)C2C=CC=CC=2)C=CC=CC=1.N(/C(OC(C)C)=O)=N\C(OC(C)C)=O. Product: [Cl:17][C:18]1[C:19]2[C:20](=[N:25][N:26]([CH2:2][C:3]3[CH:8]=[CH:7][C:6]([CH2:9][N:10]4[CH:15]=[CH:14][CH:13]=[CH:12][C:11]4=[O:16])=[CH:5][CH:4]=3)[CH:27]=2)[N:21]=[C:22]([Cl:24])[N:23]=1. The catalyst class is: 2. (9) Reactant: FC(F)(F)C(O)=O.[Cl:8][C:9]1[CH:10]=[C:11]([CH:15]2[C:19]([C:22]3[CH:27]=[CH:26][C:25]([Cl:28])=[CH:24][CH:23]=3)([C:20]#[N:21])[CH:18]([CH2:29][CH:30]([CH3:32])[CH3:31])[NH:17][CH:16]2[C:33]([OH:35])=O)[CH:12]=[CH:13][CH:14]=1.[NH2:36][CH2:37][CH2:38][CH2:39][OH:40].CN(C(ON1N=NC2C=CC=NC1=2)=[N+](C)C)C.F[P-](F)(F)(F)(F)F.CCN(C(C)C)C(C)C. Product: [OH:40][CH2:39][CH2:38][CH2:37][NH:36][C:33]([CH:16]1[CH:15]([C:11]2[CH:12]=[CH:13][CH:14]=[C:9]([Cl:8])[CH:10]=2)[C:19]([C:22]2[CH:23]=[CH:24][C:25]([Cl:28])=[CH:26][CH:27]=2)([C:20]#[N:21])[CH:18]([CH2:29][CH:30]([CH3:31])[CH3:32])[NH:17]1)=[O:35]. The catalyst class is: 2. (10) Reactant: [F:1][C:2]1([F:17])[C:7](=[O:8])[N:6]([CH3:9])[C:5]2[CH:10]=[CH:11][C:12]([N+:14]([O-])=O)=[CH:13][C:4]=2[O:3]1.[Cl-].[NH4+].C(Cl)Cl. Product: [F:17][C:2]1([F:1])[C:7](=[O:8])[N:6]([CH3:9])[C:5]2[CH:10]=[CH:11][C:12]([NH2:14])=[CH:13][C:4]=2[O:3]1. The catalyst class is: 314.